This data is from Merck oncology drug combination screen with 23,052 pairs across 39 cell lines. The task is: Regression. Given two drug SMILES strings and cell line genomic features, predict the synergy score measuring deviation from expected non-interaction effect. (1) Drug 1: O=c1[nH]cc(F)c(=O)[nH]1. Drug 2: CCc1cnn2c(NCc3ccc[n+]([O-])c3)cc(N3CCCCC3CCO)nc12. Cell line: SKMES1. Synergy scores: synergy=-3.14. (2) Cell line: MDAMB436. Drug 2: CNC(=O)c1cc(Oc2ccc(NC(=O)Nc3ccc(Cl)c(C(F)(F)F)c3)cc2)ccn1. Drug 1: Cn1c(=O)n(-c2ccc(C(C)(C)C#N)cc2)c2c3cc(-c4cnc5ccccc5c4)ccc3ncc21. Synergy scores: synergy=12.2.